From a dataset of Forward reaction prediction with 1.9M reactions from USPTO patents (1976-2016). Predict the product of the given reaction. (1) Given the reactants FC(F)(F)S(O[C:7]1[CH:8]=[C:9]([O:17][C@@H:18]([C@@H:20]2[CH2:24][C:23](=[O:25])[NH:22][CH2:21]2)[CH3:19])[C:10]2[S:14][C:13]([CH3:15])=[N:12][C:11]=2[CH:16]=1)(=O)=O.[CH3:28][O:29][C:30]1[CH:31]=[C:32](B(O)O)[CH:33]=[CH:34][C:35]=1[O:36][CH3:37].P([O-])([O-])([O-])=O.[K+].[K+].[K+], predict the reaction product. The product is: [CH3:28][O:29][C:30]1[CH:31]=[C:32]([C:7]2[CH:8]=[C:9]([O:17][C@@H:18]([C@H:20]3[CH2:21][NH:22][C:23](=[O:25])[CH2:24]3)[CH3:19])[C:10]3[S:14][C:13]([CH3:15])=[N:12][C:11]=3[CH:16]=2)[CH:33]=[CH:34][C:35]=1[O:36][CH3:37]. (2) Given the reactants [C:1]([C:3]1[CH:4]=[C:5]([C:13]2[S:14][C:15]([C:18]3[CH:26]=[CH:25][CH:24]=[C:23]4[C:19]=3[CH2:20][CH2:21][C@@H:22]4[NH:27][S:28]([CH2:31][C:32]([O:34]C)=[O:33])(=[O:30])=[O:29])=[CH:16][N:17]=2)[CH:6]=[CH:7][C:8]=1[O:9][CH:10]([CH3:12])[CH3:11])#[N:2].[OH-].[Na+], predict the reaction product. The product is: [C:1]([C:3]1[CH:4]=[C:5]([C:13]2[S:14][C:15]([C:18]3[CH:26]=[CH:25][CH:24]=[C:23]4[C:19]=3[CH2:20][CH2:21][C@@H:22]4[NH:27][S:28]([CH2:31][C:32]([OH:34])=[O:33])(=[O:29])=[O:30])=[CH:16][N:17]=2)[CH:6]=[CH:7][C:8]=1[O:9][CH:10]([CH3:12])[CH3:11])#[N:2]. (3) The product is: [CH3:1][O:2][CH2:3][C:4]1[CH:5]=[C:6]([C:7]2[O:9][N:39]=[C:21]([C:22]3[CH:23]=[C:24]([CH:36]=[CH:37][CH:38]=3)[CH2:25][O:26][CH2:27][CH2:28][C:29]([O:31][C:32]([CH3:35])([CH3:33])[CH3:34])=[O:30])[N:20]=2)[CH:10]=[CH:11][C:12]=1[N:13]1[CH2:18][CH2:17][CH2:16][CH2:15][CH:14]1[CH3:19]. Given the reactants [CH3:1][O:2][CH2:3][C:4]1[CH:5]=[C:6]([CH:10]=[CH:11][C:12]=1[N:13]1[CH2:18][CH2:17][CH2:16][CH2:15][CH:14]1[CH3:19])[C:7]([OH:9])=O.[NH2:20][C:21](=[N:39]O)[C:22]1[CH:23]=[C:24]([CH:36]=[CH:37][CH:38]=1)[CH2:25][O:26][CH2:27][CH2:28][C:29]([O:31][C:32]([CH3:35])([CH3:34])[CH3:33])=[O:30], predict the reaction product. (4) Given the reactants [Br:1][C:2]1[C:3](F)=[C:4]2[C:10]([NH:11][C:12]([C:14]3[CH:15]=[N:16][N:17]([CH2:19][C:20]4[CH:25]=[CH:24][C:23]([O:26][CH3:27])=[CH:22][CH:21]=4)[CH:18]=3)=[O:13])=[CH:9][NH:8][C:5]2=[N:6][CH:7]=1.[NH:29]1[CH2:34][CH2:33][CH2:32][C@@H:31]([NH:35][C:36](=[O:42])[O:37][C:38]([CH3:41])([CH3:40])[CH3:39])[CH2:30]1, predict the reaction product. The product is: [Br:1][C:2]1[C:3]([N:29]2[CH2:34][CH2:33][CH2:32][C@@H:31]([NH:35][C:36](=[O:42])[O:37][C:38]([CH3:40])([CH3:39])[CH3:41])[CH2:30]2)=[C:4]2[C:10]([NH:11][C:12]([C:14]3[CH:15]=[N:16][N:17]([CH2:19][C:20]4[CH:25]=[CH:24][C:23]([O:26][CH3:27])=[CH:22][CH:21]=4)[CH:18]=3)=[O:13])=[CH:9][NH:8][C:5]2=[N:6][CH:7]=1.